Dataset: HIV replication inhibition screening data with 41,000+ compounds from the AIDS Antiviral Screen. Task: Binary Classification. Given a drug SMILES string, predict its activity (active/inactive) in a high-throughput screening assay against a specified biological target. The drug is Cc1ccc(C=C2CN(C)CC3=C2NC(=S)NC3c2ccc(C)cc2)cc1.Cl. The result is 0 (inactive).